Predict which catalyst facilitates the given reaction. From a dataset of Catalyst prediction with 721,799 reactions and 888 catalyst types from USPTO. Reactant: [CH2:1]([O:3][C:4]([C:6]1[C:7]([CH:16]([CH3:18])[CH3:17])=[C:8]2[N:13]([CH:14]=1)[N:12]=[CH:11][NH:10][C:9]2=[O:15])=O)[CH3:2].O.[NH2:20][NH2:21].C(Cl)(=O)C. Product: [CH:16]([C:7]1[C:6]([C:4]2[O:3][C:1]([CH3:2])=[N:20][N:21]=2)=[CH:14][N:13]2[C:8]=1[C:9](=[O:15])[NH:10][CH:11]=[N:12]2)([CH3:18])[CH3:17]. The catalyst class is: 6.